From a dataset of Reaction yield outcomes from USPTO patents with 853,638 reactions. Predict the reaction yield, written as a fraction of the theoretical maximum amount of product (1.0 means a 100% yield; for example, 0.34 means a 34% yield). (1) The reactants are [Cl:1][C:2]1[CH:3]=[C:4]([C:9]([N:11]2[CH2:18][CH:17]3[CH:13]([CH2:14][NH:15][CH2:16]3)[CH2:12]2)=[O:10])[CH:5]=[CH:6][C:7]=1[Cl:8].CCN([CH2:24][CH3:25])CC.[S:26](Cl)(Cl)(=[O:28])=[O:27]. The catalyst is C(Cl)Cl. The product is [Cl:1][C:2]1[CH:3]=[C:4]([C:9]([N:11]2[CH2:12][CH:13]3[CH:17]([CH2:16][N:15]([S:26]([CH:24]=[CH2:25])(=[O:28])=[O:27])[CH2:14]3)[CH2:18]2)=[O:10])[CH:5]=[CH:6][C:7]=1[Cl:8]. The yield is 0.110. (2) The reactants are [Br:1][C:2]1[S:3][C:4](Br)=[CH:5][CH:6]=1.[CH3:8][C:9]1[NH:10][CH:11]=[CH:12][N:13]=1.N1CCC[C@H]1C(O)=O.C([O-])([O-])=O.[K+].[K+]. The catalyst is CS(C)=O.[Cu]I. The product is [Br:1][C:2]1[S:3][C:4]([N:10]2[CH:11]=[CH:12][N:13]=[C:9]2[CH3:8])=[CH:5][CH:6]=1. The yield is 0.312. (3) The reactants are Br[CH:2]([C:4](=[O:7])[CH2:5][CH3:6])[CH3:3].[C:8]1(=[O:18])[NH:12][C:11](=[O:13])[C:10]2=[CH:14][CH:15]=[CH:16][CH:17]=[C:9]12.[K].C(OCC)(=O)C. The catalyst is CN(C=O)C. The product is [CH3:3][CH:2]([N:12]1[C:8](=[O:18])[C:9]2[C:10](=[CH:14][CH:15]=[CH:16][CH:17]=2)[C:11]1=[O:13])[C:4](=[O:7])[CH2:5][CH3:6]. The yield is 0.790. (4) The reactants are [CH:1]1[C:6]2[NH:7][C:8]3[C:9](=[CH:10][CH:11]=[C:12]4[C:20]=3[NH:19][C:18]3[C:13]4=[CH:14][CH:15]=[CH:16][CH:17]=3)[C:5]=2[CH:4]=[CH:3][CH:2]=1.[Cl:21][C:22]1[CH:27]=[CH:26][C:25](I)=[CH:24][CH:23]=1.C1(N)CCCCC1N.[O-]P([O-])([O-])=O.[K+].[K+].[K+]. The catalyst is CN(C=O)C.CCOC(C)=O.O.[Cu]I. The product is [Cl:21][C:22]1[CH:27]=[CH:26][C:25]([N:7]2[C:8]3[C:9](=[CH:10][CH:11]=[C:12]4[C:13]5[CH:14]=[CH:15][CH:16]=[CH:17][C:18]=5[NH:19][C:20]4=3)[C:5]3[C:6]2=[CH:1][CH:2]=[CH:3][CH:4]=3)=[CH:24][CH:23]=1. The yield is 0.680. (5) The reactants are [CH2:1]([C:3]1[O:7][C:6]([C:8]2[CH:13]=[CH:12][C:11]([CH2:14][OH:15])=[CH:10][CH:9]=2)=[N:5][N:4]=1)[CH3:2].[Cr](Cl)([O-])(=O)=O.[NH+]1C=CC=CC=1. The catalyst is C(Cl)Cl. The product is [CH2:1]([C:3]1[O:7][C:6]([C:8]2[CH:13]=[CH:12][C:11]([CH:14]=[O:15])=[CH:10][CH:9]=2)=[N:5][N:4]=1)[CH3:2]. The yield is 0.700. (6) The reactants are [C:1]1([CH2:7][CH2:8][CH2:9][CH2:10][CH2:11][CH2:12][CH2:13][CH2:14][CH2:15][CH2:16][CH2:17][CH2:18][CH2:19][CH2:20][CH2:21][CH2:22]CC)[CH:6]=[CH:5][CH:4]=[CH:3][CH:2]=1.[Cl:25][S:26](O)(=[O:28])=[O:27]. The catalyst is C(Cl)(Cl)Cl. The product is [CH2:7]([C:1]1[CH:6]=[CH:5][C:4]([S:26]([Cl:25])(=[O:28])=[O:27])=[CH:3][CH:2]=1)[CH2:8][CH2:9][CH2:10][CH2:11][CH2:12][CH2:13][CH2:14][CH2:15][CH2:16][CH2:17][CH2:18][CH2:19][CH2:20][CH2:21][CH3:22]. The yield is 0.720.